Dataset: NCI-60 drug combinations with 297,098 pairs across 59 cell lines. Task: Regression. Given two drug SMILES strings and cell line genomic features, predict the synergy score measuring deviation from expected non-interaction effect. (1) Drug 1: C1C(C(OC1N2C=NC3=C2NC=NCC3O)CO)O. Drug 2: CC1C(C(CC(O1)OC2CC(CC3=C2C(=C4C(=C3O)C(=O)C5=C(C4=O)C(=CC=C5)OC)O)(C(=O)CO)O)N)O.Cl. Cell line: KM12. Synergy scores: CSS=34.1, Synergy_ZIP=2.87, Synergy_Bliss=2.90, Synergy_Loewe=-27.2, Synergy_HSA=0.545. (2) Drug 1: CC(C1=C(C=CC(=C1Cl)F)Cl)OC2=C(N=CC(=C2)C3=CN(N=C3)C4CCNCC4)N. Drug 2: C1=CC(=CC=C1C#N)C(C2=CC=C(C=C2)C#N)N3C=NC=N3. Cell line: CAKI-1. Synergy scores: CSS=9.89, Synergy_ZIP=-5.97, Synergy_Bliss=-6.03, Synergy_Loewe=-10.1, Synergy_HSA=-4.03. (3) Drug 1: C1=CC(=CC=C1CC(C(=O)O)N)N(CCCl)CCCl.Cl. Drug 2: CC1=C2C(C(=O)C3(C(CC4C(C3C(C(C2(C)C)(CC1OC(=O)C(C(C5=CC=CC=C5)NC(=O)OC(C)(C)C)O)O)OC(=O)C6=CC=CC=C6)(CO4)OC(=O)C)O)C)O. Cell line: ACHN. Synergy scores: CSS=43.2, Synergy_ZIP=-2.13, Synergy_Bliss=0.560, Synergy_Loewe=-5.67, Synergy_HSA=2.63. (4) Drug 1: C1CC(=O)NC(=O)C1N2C(=O)C3=CC=CC=C3C2=O. Drug 2: C1C(C(OC1N2C=NC(=NC2=O)N)CO)O. Cell line: OVCAR-5. Synergy scores: CSS=1.39, Synergy_ZIP=2.30, Synergy_Bliss=3.54, Synergy_Loewe=-1.45, Synergy_HSA=-0.381. (5) Drug 1: C1CCC(C1)C(CC#N)N2C=C(C=N2)C3=C4C=CNC4=NC=N3. Drug 2: C1=CC(=CC=C1CC(C(=O)O)N)N(CCCl)CCCl.Cl. Cell line: BT-549. Synergy scores: CSS=9.85, Synergy_ZIP=-2.62, Synergy_Bliss=3.25, Synergy_Loewe=-0.714, Synergy_HSA=-0.145. (6) Drug 1: C1CN1C2=NC(=NC(=N2)N3CC3)N4CC4. Drug 2: C(=O)(N)NO. Cell line: MALME-3M. Synergy scores: CSS=8.13, Synergy_ZIP=-0.919, Synergy_Bliss=6.02, Synergy_Loewe=-8.71, Synergy_HSA=0.190. (7) Drug 1: C1=CN(C(=O)N=C1N)C2C(C(C(O2)CO)O)O.Cl. Drug 2: CC1=C(C(CCC1)(C)C)C=CC(=CC=CC(=CC(=O)O)C)C. Cell line: EKVX. Synergy scores: CSS=11.0, Synergy_ZIP=-3.92, Synergy_Bliss=-3.16, Synergy_Loewe=0.860, Synergy_HSA=1.76. (8) Drug 1: C(=O)(N)NO. Drug 2: CC1=C(C=C(C=C1)C(=O)NC2=CC(=CC(=C2)C(F)(F)F)N3C=C(N=C3)C)NC4=NC=CC(=N4)C5=CN=CC=C5. Cell line: SK-MEL-28. Synergy scores: CSS=-2.17, Synergy_ZIP=0.577, Synergy_Bliss=-2.39, Synergy_Loewe=-3.66, Synergy_HSA=-3.42. (9) Drug 1: C1CCN(CC1)CCOC2=CC=C(C=C2)C(=O)C3=C(SC4=C3C=CC(=C4)O)C5=CC=C(C=C5)O. Drug 2: CC(C)NC(=O)C1=CC=C(C=C1)CNNC.Cl. Cell line: SNB-19. Synergy scores: CSS=-5.41, Synergy_ZIP=0.0746, Synergy_Bliss=-5.36, Synergy_Loewe=-8.22, Synergy_HSA=-7.85.